Dataset: Full USPTO retrosynthesis dataset with 1.9M reactions from patents (1976-2016). Task: Predict the reactants needed to synthesize the given product. (1) Given the product [CH3:1][O:2][C:3]1[CH:4]=[CH:5][C:6]([C@H:9]([N:11]2[C@@H:12]3[C@@H:13]([CH2:14][CH2:15][C:16]4[C:21]3=[N:20][CH:19]=[CH:18][CH:17]=4)[CH2:22][CH2:23][CH2:24]2)[CH3:10])=[CH:7][CH:8]=1, predict the reactants needed to synthesize it. The reactants are: [CH3:1][O:2][C:3]1[CH:8]=[CH:7][C:6]([C@H:9]([NH:11][C@H:12]2[C:21]3[N:20]=[CH:19][CH:18]=[CH:17][C:16]=3[CH2:15][CH2:14][C@H:13]2[CH2:22][CH2:23][CH2:24]O)[CH3:10])=[CH:5][CH:4]=1.C(N(CC)C(C)C)(C)C.CS(Cl)(=O)=O. (2) Given the product [Cl:27][C:5]1[C:6]([NH:8][CH:9]2[CH2:26][CH2:25][C:12]3([CH2:13][CH2:14][N:15]([C:18]([O:20][C:21]([CH3:22])([CH3:23])[CH3:24])=[O:19])[CH2:16][CH2:17]3)[CH2:11][CH2:10]2)=[N:7][C:2]([NH:40][C:34]2[CH:35]=[CH:36][C:37]3[C:32]([CH:33]=2)=[N:31][N:30]([CH3:29])[C:38]=3[CH3:39])=[N:3][CH:4]=1, predict the reactants needed to synthesize it. The reactants are: Cl[C:2]1[N:7]=[C:6]([NH:8][CH:9]2[CH2:26][CH2:25][C:12]3([CH2:17][CH2:16][N:15]([C:18]([O:20][C:21]([CH3:24])([CH3:23])[CH3:22])=[O:19])[CH2:14][CH2:13]3)[CH2:11][CH2:10]2)[C:5]([Cl:27])=[CH:4][N:3]=1.Cl.[CH3:29][N:30]1[C:38]([CH3:39])=[C:37]2[C:32]([CH:33]=[C:34]([NH2:40])[CH:35]=[CH:36]2)=[N:31]1.CCN(C(C)C)C(C)C. (3) Given the product [NH:7]1[C:8]2[C:4](=[CH:3][C:2]([C:60]3[CH:61]=[C:62]([NH:66][C@H:67]([C:73]4[CH:78]=[CH:77][CH:76]=[CH:75][CH:74]=4)[CH2:68][NH:69][C:70](=[O:72])[CH3:71])[CH:63]=[N:64][CH:65]=3)=[CH:10][CH:9]=2)[CH:5]=[N:6]1, predict the reactants needed to synthesize it. The reactants are: Br[C:2]1[CH:3]=[C:4]2[C:8](=[CH:9][CH:10]=1)[NH:7][N:6]=[CH:5]2.B1(B2OC(C)(C)C(C)(C)O2)OC(C)(C)C(C)(C)O1.C(P(C12CC3CC(CC(C3)C1)C2)C12CC3CC(CC(C3)C1)C2)CCC.C([O-])(=O)C.[K+].Br[C:60]1[CH:61]=[C:62]([NH:66][C@H:67]([C:73]2[CH:78]=[CH:77][CH:76]=[CH:75][CH:74]=2)[CH2:68][NH:69][C:70](=[O:72])[CH3:71])[CH:63]=[N:64][CH:65]=1.C(=O)([O-])[O-].[K+].[K+]. (4) Given the product [Cl:1][C:2]1[CH:3]=[C:4]([C:42]([F:44])([F:43])[F:45])[CH:5]=[C:6]2[C:10]=1[N:9]([CH3:11])[N:8]=[C:7]2[CH:12]([C:35]1[CH:40]=[CH:39][C:38]([Cl:41])=[CH:37][CH:36]=1)[CH:13]([C:17]1[CH:34]=[CH:33][C:20]([C:21]([NH:23][CH2:24][CH2:25][C:26]([OH:28])=[O:27])=[O:22])=[CH:19][CH:18]=1)[CH2:14][CH2:15][CH3:16], predict the reactants needed to synthesize it. The reactants are: [Cl:1][C:2]1[CH:3]=[C:4]([C:42]([F:45])([F:44])[F:43])[CH:5]=[C:6]2[C:10]=1[N:9]([CH3:11])[N:8]=[C:7]2[CH:12]([C:35]1[CH:40]=[CH:39][C:38]([Cl:41])=[CH:37][CH:36]=1)[CH:13]([C:17]1[CH:34]=[CH:33][C:20]([C:21]([NH:23][CH2:24][CH2:25][C:26]([O:28]CCCC)=[O:27])=[O:22])=[CH:19][CH:18]=1)[CH2:14][CH2:15][CH3:16].C(O)(C(F)(F)F)=O. (5) Given the product [C:1]([C:3]1[CH:4]=[CH:5][C:6]([C:9]2[C:17]3[S:16][C:15]([NH:18][C:19]([NH:21][CH2:22][CH3:23])=[O:20])=[N:14][C:13]=3[CH:12]=[C:11]([C:34]3[CH:33]=[N:32][CH:37]=[CH:36][CH:35]=3)[CH:10]=2)=[N:7][CH:8]=1)#[N:2], predict the reactants needed to synthesize it. The reactants are: [C:1]([C:3]1[CH:4]=[CH:5][C:6]([C:9]2[C:17]3[S:16][C:15]([NH:18][C:19]([NH:21][CH2:22][CH3:23])=[O:20])=[N:14][C:13]=3[CH:12]=[C:11](OS(C(F)(F)F)(=O)=O)[CH:10]=2)=[N:7][CH:8]=1)#[N:2].[N:32]1[CH:37]=[CH:36][CH:35]=[C:34](B(O)O)[CH:33]=1.C(=O)([O-])[O-].[Cs+].[Cs+].CN(C)C=O. (6) Given the product [Br:17][C:10]1[S:9][C:8]([NH:7][C:2]2[CH:3]=[CH:4][CH:5]=[CH:6][N:1]=2)=[N:12][CH:11]=1, predict the reactants needed to synthesize it. The reactants are: [N:1]1[CH:6]=[CH:5][CH:4]=[CH:3][C:2]=1[NH:7][C:8]1[S:9][CH:10]=[CH:11][N:12]=1.C(O)(=O)C.[Br:17]Br.C([O-])(O)=O.[Na+].